Predict the product of the given reaction. From a dataset of Forward reaction prediction with 1.9M reactions from USPTO patents (1976-2016). (1) Given the reactants [H-].[Na+].[CH3:3][N:4]([CH3:9])[CH2:5][CH2:6][CH2:7][OH:8].[CH2:10](Br)[CH:11]=[CH2:12], predict the reaction product. The product is: [CH2:12]([O:8][CH2:7][CH2:6][CH2:5][N:4]([CH3:9])[CH3:3])[CH:11]=[CH2:10]. (2) Given the reactants [H-].[Na+].[Cl:3][C:4]1[CH:5]=[C:6]([O:10][C:11]2[CH:18]=[CH:17][C:16]([CH2:19][OH:20])=[CH:15][C:12]=2[C:13]#[N:14])[CH:7]=[N:8][CH:9]=1.Cl[C:22]1[CH:23]=[C:24]2[N:31]([CH3:32])[CH2:30][CH2:29][N:25]2[C:26](=[O:28])[N:27]=1, predict the reaction product. The product is: [Cl:3][C:4]1[CH:5]=[C:6]([O:10][C:11]2[CH:18]=[CH:17][C:16]([CH2:19][O:20][C:22]3[CH:23]=[C:24]4[N:31]([CH3:32])[CH2:30][CH2:29][N:25]4[C:26](=[O:28])[N:27]=3)=[CH:15][C:12]=2[C:13]#[N:14])[CH:7]=[N:8][CH:9]=1.